From a dataset of Full USPTO retrosynthesis dataset with 1.9M reactions from patents (1976-2016). Predict the reactants needed to synthesize the given product. (1) Given the product [C:19]1([C:13]2[CH:14]=[CH:15][CH:16]=[CH:17][CH:18]=2)[CH:20]=[CH:21][C:22]([CH2:23][NH:24][C:4]2[N:3]=[C:2]([Cl:1])[N:10]=[C:9]3[C:5]=2[N:6]=[CH:7][N:8]3[CH3:11])=[CH:25][CH:26]=1, predict the reactants needed to synthesize it. The reactants are: [Cl:1][C:2]1[N:10]=[C:9]2[C:5]([N:6]=[CH:7][N:8]2[CH3:11])=[C:4](Cl)[N:3]=1.[C:13]1([C:19]2[CH:26]=[CH:25][C:22]([CH2:23][NH2:24])=[CH:21][CH:20]=2)[CH:18]=[CH:17][CH:16]=[CH:15][CH:14]=1.C(N(CC)CC)C. (2) Given the product [Br:1][C:2]1[CH:7]=[CH:6][CH:5]=[CH:4][C:3]=1[C:8](=[N:11][OH:12])[CH3:9], predict the reactants needed to synthesize it. The reactants are: [Br:1][C:2]1[CH:7]=[CH:6][CH:5]=[CH:4][C:3]=1[C:8](=O)[CH3:9].[NH2:11][OH:12].O. (3) The reactants are: C(NC1C=C(C=CC=1)C(N[C:12]1[CH:17]=[C:16]([C:18]2[NH:26][C:25]3[C:24]4([CH2:31][CH2:30][CH2:29][NH:28][CH2:27]4)[CH2:23][NH:22][C:21](=[O:32])[C:20]=3[CH:19]=2)[CH:15]=[CH:14][N:13]=1)=O)(=O)C=C.[CH3:36][N:37]([CH3:53])[CH2:38][CH2:39][O:40][C:41]1[CH:49]=[CH:48][C:44]([C:45]([NH2:47])=[O:46])=[C:43]([N+:50]([O-])=O)[CH:42]=1. Given the product [C:21]([NH:50][C:43]1[CH:42]=[C:41]([O:40][CH2:39][CH2:38][N:37]([CH3:53])[CH3:36])[CH:49]=[CH:48][C:44]=1[C:45]([NH:47][C:12]1[CH:17]=[C:16]([C:18]2[NH:26][C:25]3[C:24]4([CH2:31][CH2:30][CH2:29][NH:28][CH2:27]4)[CH2:23][NH:22][C:21](=[O:32])[C:20]=3[CH:19]=2)[CH:15]=[CH:14][N:13]=1)=[O:46])(=[O:32])[CH:20]=[CH2:19], predict the reactants needed to synthesize it.